From a dataset of Retrosynthesis with 50K atom-mapped reactions and 10 reaction types from USPTO. Predict the reactants needed to synthesize the given product. (1) Given the product O=C(N[C@H](CO)C(=O)O)OCc1ccccc1, predict the reactants needed to synthesize it. The reactants are: N[C@H](CO)C(=O)O.O=C(Cl)OCc1ccccc1. (2) Given the product CC(C)[C@@H](CNC(=O)c1cc2ccccc2o1)NC(=O)C(C)(C)NC(=O)OC(C)(C)C, predict the reactants needed to synthesize it. The reactants are: CC(C)(C)OC(=O)NC(C)(C)C(=O)O.CC(C)[C@H](N)CNC(=O)c1cc2ccccc2o1. (3) Given the product CN1CCN(c2cc(N)c([N+](=O)[O-])cc2C(=O)Nc2ccc3ncsc3c2)CC1, predict the reactants needed to synthesize it. The reactants are: CN1CCNCC1.Nc1cc(Cl)c(C(=O)Nc2ccc3ncsc3c2)cc1[N+](=O)[O-]. (4) Given the product COC(=O)c1cc(O)cc(N(CC2CC2)C(C)=O)c1, predict the reactants needed to synthesize it. The reactants are: COC(=O)c1cc(OCc2ccccc2)cc(N(CC2CC2)C(C)=O)c1. (5) Given the product C[Si](C)(C)CCOCOc1cc2ccccc2cc1CBr, predict the reactants needed to synthesize it. The reactants are: BrC(Br)(Br)Br.C[Si](C)(C)CCOCOc1cc2ccccc2cc1CO. (6) The reactants are: CCOC(=O)c1c(C)nc(OCC)c2nnn(CC)c12. Given the product CCOc1nc(C)c(C(=O)O)c2c1nnn2CC, predict the reactants needed to synthesize it. (7) Given the product N#Cc1ccc(N2CCC(O)(Cc3ccccc3)CC2)cc1, predict the reactants needed to synthesize it. The reactants are: N#Cc1ccc(N2CCC(=O)CC2)cc1.[Mg+]Cc1ccccc1.